Dataset: NCI-60 drug combinations with 297,098 pairs across 59 cell lines. Task: Regression. Given two drug SMILES strings and cell line genomic features, predict the synergy score measuring deviation from expected non-interaction effect. (1) Drug 2: COCCOC1=C(C=C2C(=C1)C(=NC=N2)NC3=CC=CC(=C3)C#C)OCCOC.Cl. Drug 1: C#CCC(CC1=CN=C2C(=N1)C(=NC(=N2)N)N)C3=CC=C(C=C3)C(=O)NC(CCC(=O)O)C(=O)O. Cell line: A498. Synergy scores: CSS=12.2, Synergy_ZIP=6.06, Synergy_Bliss=2.40, Synergy_Loewe=-2.06, Synergy_HSA=-2.06. (2) Drug 1: CC1=C2C(C(=O)C3(C(CC4C(C3C(C(C2(C)C)(CC1OC(=O)C(C(C5=CC=CC=C5)NC(=O)OC(C)(C)C)O)O)OC(=O)C6=CC=CC=C6)(CO4)OC(=O)C)OC)C)OC. Drug 2: CC(C)NC(=O)C1=CC=C(C=C1)CNNC.Cl. Cell line: HL-60(TB). Synergy scores: CSS=86.2, Synergy_ZIP=15.0, Synergy_Bliss=14.9, Synergy_Loewe=-21.1, Synergy_HSA=12.9. (3) Drug 1: CC1=C2C(C(=O)C3(C(CC4C(C3C(C(C2(C)C)(CC1OC(=O)C(C(C5=CC=CC=C5)NC(=O)OC(C)(C)C)O)O)OC(=O)C6=CC=CC=C6)(CO4)OC(=O)C)OC)C)OC. Drug 2: COC1=NC(=NC2=C1N=CN2C3C(C(C(O3)CO)O)O)N. Cell line: RXF 393. Synergy scores: CSS=50.4, Synergy_ZIP=13.9, Synergy_Bliss=13.7, Synergy_Loewe=-14.7, Synergy_HSA=14.5.